From a dataset of Forward reaction prediction with 1.9M reactions from USPTO patents (1976-2016). Predict the product of the given reaction. Given the reactants [CH2:1]([O:4][C:5](=[O:17])[C:6]([C:9]1[CH:14]=[C:13]([Br:15])[CH:12]=[CH:11][C:10]=1[F:16])=[N+]=[N-])[CH:2]=[CH2:3], predict the reaction product. The product is: [Br:15][C:13]1[CH:12]=[CH:11][C:10]([F:16])=[C:9]([C:6]23[CH2:3][CH:2]2[CH2:1][O:4][C:5]3=[O:17])[CH:14]=1.